Dataset: Full USPTO retrosynthesis dataset with 1.9M reactions from patents (1976-2016). Task: Predict the reactants needed to synthesize the given product. (1) Given the product [OH:54][C:47]1[C:46]([CH2:45][NH:44][C:9](=[O:11])[C:8]2[CH:7]=[CH:6][C:5]([CH:3]([CH:2]([CH3:1])[CH3:14])[CH3:4])=[CH:13][CH:12]=2)=[C:51]([CH3:52])[CH:50]=[C:49]([CH3:53])[N:48]=1, predict the reactants needed to synthesize it. The reactants are: [CH3:1][CH:2]([CH3:14])[CH:3]([C:5]1[CH:13]=[CH:12][C:8]([C:9]([OH:11])=O)=[CH:7][CH:6]=1)[CH3:4].Cl.C(N=C=NCCCN(C)C)C.ON1C2C=CC=CC=2N=N1.C(N(CC)CC)C.[NH2:44][CH2:45][C:46]1[C:47]([OH:54])=[N:48][C:49]([CH3:53])=[CH:50][C:51]=1[CH3:52]. (2) Given the product [CH2:30]([O:32][C:33]([C:35]1[NH:36][C:37]2[C:42]([CH:43]=1)=[CH:41][C:40]([O:44][CH:20]1[CH2:25][CH2:24][N:23]([CH:26]([CH3:28])[CH3:27])[CH2:22][CH2:21]1)=[C:39]([Cl:45])[CH:38]=2)=[O:34])[CH3:31], predict the reactants needed to synthesize it. The reactants are: FC1(F)CCN(C(C2NC3C(C=2)=CC(O[CH:20]2[CH2:25][CH2:24][N:23]([CH:26]([CH3:28])[CH3:27])[CH2:22][CH2:21]2)=CC=3)=O)CC1.[CH2:30]([O:32][C:33]([C:35]1[NH:36][C:37]2[C:42]([CH:43]=1)=[CH:41][C:40]([OH:44])=[C:39]([Cl:45])[CH:38]=2)=[O:34])[CH3:31]. (3) The reactants are: C(O)(C(F)(F)F)=O.[F:8][CH:9]([F:40])[N:10]1[C:14]2[C:15]([O:31][C@@H:32]([C@H:34]3[CH2:38][NH:37][C:36](=[O:39])[CH2:35]3)[CH3:33])=[N:16][C:17]([C:19]3[CH:24]=[CH:23][C:22]([N:25]4[CH2:30][CH2:29][NH:28][CH2:27][CH2:26]4)=[CH:21][CH:20]=3)=[CH:18][C:13]=2[N:12]=[CH:11]1.CCN(CC)CC.[CH3:48][S:49](O[S:49]([CH3:48])(=[O:51])=[O:50])(=[O:51])=[O:50]. Given the product [F:40][CH:9]([F:8])[N:10]1[C:14]2[C:15]([O:31][C@@H:32]([C@H:34]3[CH2:38][NH:37][C:36](=[O:39])[CH2:35]3)[CH3:33])=[N:16][C:17]([C:19]3[CH:24]=[CH:23][C:22]([N:25]4[CH2:30][CH2:29][N:28]([S:49]([CH3:48])(=[O:51])=[O:50])[CH2:27][CH2:26]4)=[CH:21][CH:20]=3)=[CH:18][C:13]=2[N:12]=[CH:11]1, predict the reactants needed to synthesize it. (4) Given the product [CH3:2][C:3]1([CH3:27])[CH2:12][CH2:11][C:10]([CH3:13])([CH3:14])[C:9]2[CH:8]=[C:7]([C:15]3[N:16]=[C:17]([N:20]4[CH2:25][CH2:24][CH:23]([NH:26][CH2:38][CH2:37][CH2:36][OH:35])[CH2:22][CH2:21]4)[S:18][CH:19]=3)[CH:6]=[CH:5][C:4]1=2, predict the reactants needed to synthesize it. The reactants are: Br.[CH3:2][C:3]1([CH3:27])[CH2:12][CH2:11][C:10]([CH3:14])([CH3:13])[C:9]2[CH:8]=[C:7]([C:15]3[N:16]=[C:17]([N:20]4[CH2:25][CH2:24][CH:23]([NH2:26])[CH2:22][CH2:21]4)[S:18][CH:19]=3)[CH:6]=[CH:5][C:4]1=2.[Si]([O:35][CH2:36][CH2:37][CH:38]=O)(C(C)(C)C)(C)C.CCCC[N+](CCCC)(CCCC)CCCC.[F-].C1COCC1. (5) Given the product [F:45][C:2]1([F:1])[C@H:6]([OH:7])[C@@H:5]([CH2:12][OH:11])[O:4][CH:3]1[N:25]1[CH:30]=[CH:29][C:28]([NH:31][C:32]([C:34]2[CH:43]=[CH:42][C:37]3[O:38][CH2:39][CH2:40][O:41][C:36]=3[CH:35]=2)=[O:33])=[N:27][C:26]1=[O:44], predict the reactants needed to synthesize it. The reactants are: [F:1][C:2]1([F:45])[C@@H:6]2[O:7][Si](C(C)C)(C(C)C)O[Si](C(C)C)(C(C)C)[O:11][CH2:12][C@H:5]2[O:4][CH:3]1[N:25]1[CH:30]=[CH:29][C:28]([NH:31][C:32]([C:34]2[CH:43]=[CH:42][C:37]3[O:38][CH2:39][CH2:40][O:41][C:36]=3[CH:35]=2)=[O:33])=[N:27][C:26]1=[O:44].CCCC[N+](CCCC)(CCCC)CCCC.[F-]. (6) Given the product [Cl:1][C:2]1[C:7]([Cl:8])=[CH:6][CH:5]=[CH:4][C:3]=1[C:9]([C:11]1[C:12]2[CH:19]=[CH:18][S:17][C:13]=2[N:14]([CH2:28][CH2:29][N:30]2[CH2:35][CH2:34][O:33][CH2:32][CH2:31]2)[C:15]=1[CH3:16])=[O:10], predict the reactants needed to synthesize it. The reactants are: [Cl:1][C:2]1[C:7]([Cl:8])=[CH:6][CH:5]=[CH:4][C:3]=1[C:9]([C:11]1[C:12]2[CH:19]=[CH:18][S:17][C:13]=2[NH:14][C:15]=1[CH3:16])=[O:10].C(=O)([O-])[O-].[K+].[K+].Cl.Cl[CH2:28][CH2:29][N:30]1[CH2:35][CH2:34][O:33][CH2:32][CH2:31]1. (7) Given the product [CH3:27][N:28]([CH2:1][C:3]1[CH:4]=[C:5]2[C:9](=[CH:10][CH:11]=1)[N:8]([C:17]([O:16][C:12]([CH3:15])([CH3:14])[CH3:13])=[O:19])[CH:7]=[CH:6]2)[CH3:29], predict the reactants needed to synthesize it. The reactants are: [CH:1]([C:3]1[CH:4]=[C:5]2[C:9](=[CH:10][CH:11]=1)[NH:8][CH:7]=[CH:6]2)=O.[C:12]([O:16][C:17]([O:19]C(OC(C)(C)C)=O)=O)([CH3:15])([CH3:14])[CH3:13].[CH3:27][NH:28][CH3:29].C(O)(=O)C.C(O[BH-](OC(=O)C)OC(=O)C)(=O)C.[Na+].